Task: Predict which catalyst facilitates the given reaction.. Dataset: Catalyst prediction with 721,799 reactions and 888 catalyst types from USPTO Reactant: [NH2:1][C:2]1[CH:3]=[C:4]([C:23]2[CH:28]=[CH:27][C:26]([F:29])=[C:25]([F:30])[CH:24]=2)[CH:5]=[CH:6][C:7]=1[C:8]([NH:10][C@H:11]([C:19]([O:21][CH3:22])=[O:20])[C@@H:12]([CH3:18])[O:13][C:14]([CH3:17])([CH3:16])[CH3:15])=[O:9].[N:31]([C:34]1[C:39]([CH3:40])=[CH:38][C:37]([CH3:41])=[CH:36][C:35]=1[CH3:42])=[C:32]=[O:33]. Product: [F:30][C:25]1[CH:24]=[C:23]([C:4]2[CH:5]=[CH:6][C:7]([C:8]([NH:10][C@H:11]([C:19]([O:21][CH3:22])=[O:20])[C@@H:12]([CH3:18])[O:13][C:14]([CH3:17])([CH3:16])[CH3:15])=[O:9])=[C:2]([NH:1][C:32]([NH:31][C:34]3[C:35]([CH3:42])=[CH:36][C:37]([CH3:41])=[CH:38][C:39]=3[CH3:40])=[O:33])[CH:3]=2)[CH:28]=[CH:27][C:26]=1[F:29]. The catalyst class is: 17.